This data is from Full USPTO retrosynthesis dataset with 1.9M reactions from patents (1976-2016). The task is: Predict the reactants needed to synthesize the given product. (1) Given the product [C:57]1([CH:7]([C:1]2[CH:2]=[CH:3][CH:4]=[CH:5][CH:6]=2)[CH2:8][NH:9][C:10]2[N:18]=[C:17]([C:19]([NH:21][CH2:22][CH2:23][NH:24][C:25]([NH:27][CH2:28][C:29]3[CH:44]=[CH:43][C:32]([C:33]([OH:35])=[O:34])=[CH:31][CH:30]=3)=[O:26])=[O:20])[N:16]=[C:15]3[C:11]=2[N:12]=[CH:13][N:14]3[C@H:45]2[C@H:49]([OH:50])[C@H:48]([OH:51])[C@@H:47]([C:52]([NH:54][CH2:55][CH3:56])=[O:53])[O:46]2)[CH:58]=[CH:59][CH:60]=[CH:61][CH:62]=1, predict the reactants needed to synthesize it. The reactants are: [C:1]1([CH:7]([C:57]2[CH:62]=[CH:61][CH:60]=[CH:59][CH:58]=2)[CH2:8][NH:9][C:10]2[N:18]=[C:17]([C:19]([NH:21][CH2:22][CH2:23][NH:24][C:25]([NH:27][CH2:28][C:29]3[CH:44]=[CH:43][C:32]([C:33]([O:35]CC4C=CC=CC=4)=[O:34])=[CH:31][CH:30]=3)=[O:26])=[O:20])[N:16]=[C:15]3[C:11]=2[N:12]=[CH:13][N:14]3[C@H:45]2[C@H:49]([OH:50])[C@H:48]([OH:51])[C@@H:47]([C:52]([NH:54][CH2:55][CH3:56])=[O:53])[O:46]2)[CH:6]=[CH:5][CH:4]=[CH:3][CH:2]=1. (2) Given the product [CH3:1][C:2]1[N:6]=[CH:5][N:4]([C:7]2[CH:26]=[CH:25][C:24]([N+:27]([O-:29])=[O:28])=[CH:23][C:8]=2[O:9][CH2:10][CH2:11][CH2:12][CH:13]([NH2:15])[CH3:14])[N:3]=1, predict the reactants needed to synthesize it. The reactants are: [CH3:1][C:2]1[N:6]=[CH:5][N:4]([C:7]2[CH:26]=[CH:25][C:24]([N+:27]([O-:29])=[O:28])=[CH:23][C:8]=2[O:9][CH2:10][CH2:11][CH2:12][CH:13]([NH:15]C(=O)OC(C)(C)C)[CH3:14])[N:3]=1.C(O)(C(F)(F)F)=O. (3) Given the product [C:1]([O:5][C:6](=[O:22])[NH:7][C:8]1[CH:13]=[C:12]([N:14]([CH3:16])[CH3:15])[C:11]([C:17]([F:20])([F:19])[F:18])=[CH:10][C:9]=1[NH:21][C:28](=[O:27])[CH2:29][C:30](=[O:43])[C:31]1[CH:36]=[CH:35][CH:34]=[C:33]([C:37]2[CH:38]=[N:39][CH:40]=[CH:41][CH:42]=2)[CH:32]=1)([CH3:4])([CH3:2])[CH3:3], predict the reactants needed to synthesize it. The reactants are: [C:1]([O:5][C:6](=[O:22])[NH:7][C:8]1[CH:13]=[C:12]([N:14]([CH3:16])[CH3:15])[C:11]([C:17]([F:20])([F:19])[F:18])=[CH:10][C:9]=1[NH2:21])([CH3:4])([CH3:3])[CH3:2].C([O:27][C:28](=O)[CH2:29][C:30](=[O:43])[C:31]1[CH:36]=[CH:35][CH:34]=[C:33]([C:37]2[CH:38]=[N:39][CH:40]=[CH:41][CH:42]=2)[CH:32]=1)(C)(C)C. (4) Given the product [Br:1][C:2]1[CH:3]=[C:4]([C:8]2([C:20]3[CH:25]=[CH:24][N:23]=[CH:22][C:21]=3[F:26])[C:12]3=[N:13][CH2:14][C:15]([F:18])([F:17])[CH2:16][N:11]3[C:10]([NH2:28])=[N:9]2)[CH:5]=[CH:6][CH:7]=1, predict the reactants needed to synthesize it. The reactants are: [Br:1][C:2]1[CH:3]=[C:4]([C:8]2([C:20]3[CH:25]=[CH:24][N:23]=[CH:22][C:21]=3[F:26])[C:12]3=[N:13][CH2:14][C:15]([F:18])([F:17])[CH2:16][N:11]3[C:10](=S)[NH:9]2)[CH:5]=[CH:6][CH:7]=1.[OH-].[NH4+:28].C(OO)(C)(C)C. (5) Given the product [CH2:4]([O:5][C:6](/[CH:8]=[C:9]1/[C:27]([CH3:28])([CH3:32])[CH2:26][N:25]([C:23]([O:22][C:18]([CH3:19])([CH3:21])[CH3:20])=[O:24])[CH2:30][CH2:29]/1)=[O:7])[CH3:3], predict the reactants needed to synthesize it. The reactants are: [H-].[Na+].[CH3:3][CH2:4][O:5][C:6]([CH:8](P(OCC)(OCC)=O)[CH3:9])=[O:7].[C:18]([O:22][C:23]([N:25]1[CH2:30][CH2:29][C:28](=O)[C:27](C)([CH3:32])[CH2:26]1)=[O:24])([CH3:21])([CH3:20])[CH3:19]. (6) Given the product [CH2:1]([C:8]1[CH:9]=[C:10]([CH2:28][CH:29]([O:35][CH2:36][CH3:37])[C:30]([OH:32])=[O:31])[CH:11]=[CH:12][C:13]=1[O:14][CH2:15][CH2:16][C:17]1[CH:22]=[CH:21][C:20]([O:23][S:24]([CH3:27])(=[O:26])=[O:25])=[CH:19][CH:18]=1)[C:2]1[CH:3]=[CH:4][CH:5]=[CH:6][CH:7]=1, predict the reactants needed to synthesize it. The reactants are: [CH2:1]([C:8]1[CH:9]=[C:10]([CH2:28][CH:29]([O:35][CH2:36][CH3:37])[C:30]([O:32]CC)=[O:31])[CH:11]=[CH:12][C:13]=1[O:14][CH2:15][CH2:16][C:17]1[CH:22]=[CH:21][C:20]([O:23][S:24]([CH3:27])(=[O:26])=[O:25])=[CH:19][CH:18]=1)[C:2]1[CH:7]=[CH:6][CH:5]=[CH:4][CH:3]=1.[OH-].[Li+]. (7) Given the product [CH2:21]([O:24][N:25]=[C:16]([C:4]1[CH:3]=[C:2]([Cl:1])[CH:7]=[CH:6][C:5]=1[NH:8][S:9]([C:12]([F:15])([F:14])[F:13])(=[O:11])=[O:10])[CH2:17][CH3:18])[CH:22]=[CH2:23], predict the reactants needed to synthesize it. The reactants are: [Cl:1][C:2]1[CH:7]=[CH:6][C:5]([NH:8][S:9]([C:12]([F:15])([F:14])[F:13])(=[O:11])=[O:10])=[C:4]([C:16](=O)[CH2:17][CH3:18])[CH:3]=1.Cl.[CH2:21]([O:24][NH2:25])[CH:22]=[CH2:23].CC([O-])=O.[Na+]. (8) Given the product [Cl:22][C:19]1[CH:20]=[CH:21][C:16]([C@@:12]23[O:15][C@@:8]([CH:6]([O:5][C:3](=[O:4])[C:2]([CH3:58])([CH3:57])[CH3:1])[CH3:7])([CH2:14][O:13]2)[C@@H:9]([OH:49])[C@H:10]([OH:41])[C@H:11]3[OH:33])=[CH:17][C:18]=1[CH2:23][C:24]1[CH:29]=[CH:28][C:27]([O:30][CH2:31][CH3:32])=[CH:26][CH:25]=1, predict the reactants needed to synthesize it. The reactants are: [CH3:1][C:2]([CH3:58])([CH3:57])[C:3]([O:5][CH:6]([C@:8]12[O:15][C@:12]([C:16]3[CH:21]=[CH:20][C:19]([Cl:22])=[C:18]([CH2:23][C:24]4[CH:29]=[CH:28][C:27]([O:30][CH2:31][CH3:32])=[CH:26][CH:25]=4)[CH:17]=3)([O:13][CH2:14]1)[C@H:11]([O:33]CC1C=CC=CC=1)[C@@H:10]([O:41]CC1C=CC=CC=1)[C@@H:9]2[O:49]CC1C=CC=CC=1)[CH3:7])=[O:4].ClC1C=CC=CC=1Cl. (9) Given the product [Cl:14][C:7]1[CH:8]=[C:9]2[C:4](=[CH:5][CH:6]=1)[N:3]=[C:2]([N:24]1[CH2:25][CH2:23][CH2:21][N:18]([CH3:15])[CH2:19][CH2:20]1)[N:11]=[C:10]2[NH:12][CH3:13], predict the reactants needed to synthesize it. The reactants are: Cl[C:2]1[N:11]=[C:10]([NH:12][CH3:13])[C:9]2[C:4](=[CH:5][CH:6]=[C:7]([Cl:14])[CH:8]=2)[N:3]=1.[CH:15]([N:18]([CH:21]([CH3:23])C)[CH2:19][CH3:20])(C)C.[NH:24]1CCCNC[CH2:25]1. (10) The reactants are: B.CSC.O=[C:6]1[NH:24][CH2:23][CH2:22][C:9]2([CH2:14][CH2:13][N:12]([C:15]([O:17][C:18]([CH3:21])([CH3:20])[CH3:19])=[O:16])[CH2:11][CH2:10]2)[O:8][CH2:7]1. Given the product [CH2:10]1[C:9]2([CH2:22][CH2:23][NH:24][CH2:6][CH2:7][O:8]2)[CH2:14][CH2:13][N:12]([C:15]([O:17][C:18]([CH3:21])([CH3:20])[CH3:19])=[O:16])[CH2:11]1, predict the reactants needed to synthesize it.